From a dataset of Catalyst prediction with 721,799 reactions and 888 catalyst types from USPTO. Predict which catalyst facilitates the given reaction. (1) Reactant: [H-].[Na+].[CH2:3]([O:10][C:11]1[CH:16]=[CH:15][C:14]([N:17]2[C:21]3=[N:22][CH:23]=[C:24]([CH3:26])[CH:25]=[C:20]3[NH:19][C:18]2=[O:27])=[CH:13][CH:12]=1)[C:4]1[CH:9]=[CH:8][CH:7]=[CH:6][CH:5]=1.I[CH:29]([CH3:31])[CH3:30].[Cl-].[Cl-].[Ca+2]. Product: [CH2:3]([O:10][C:11]1[CH:16]=[CH:15][C:14]([N:17]2[C:21]3=[N:22][CH:23]=[C:24]([CH3:26])[CH:25]=[C:20]3[N:19]([CH:29]([CH3:31])[CH3:30])[C:18]2=[O:27])=[CH:13][CH:12]=1)[C:4]1[CH:9]=[CH:8][CH:7]=[CH:6][CH:5]=1. The catalyst class is: 18. (2) Reactant: [C:1]([O:5][C:6]1[CH:24]=[CH:23][C:22]([C:25]([F:28])([F:27])[F:26])=[CH:21][C:7]=1[CH2:8][NH:9][C:10]([C@:12]1([CH:18]([CH3:20])[CH3:19])[CH2:16][C:15](=[O:17])[CH:14]=[CH:13]1)=[O:11])([CH3:4])([CH3:3])[CH3:2].[H][H]. Product: [C:1]([O:5][C:6]1[CH:24]=[CH:23][C:22]([C:25]([F:26])([F:27])[F:28])=[CH:21][C:7]=1[CH2:8][NH:9][C:10]([C@@:12]1([CH:18]([CH3:20])[CH3:19])[CH2:13][CH2:14][C:15](=[O:17])[CH2:16]1)=[O:11])([CH3:3])([CH3:4])[CH3:2]. The catalyst class is: 19. (3) Reactant: [CH:1]1[C:13]2[CH:12]([CH2:14][O:15][C:16]([N:18]3[CH2:23][CH2:22][C:21]([C:27]4[CH:32]=[CH:31][C:30]([Cl:33])=[CH:29][CH:28]=4)([C:24](O)=[O:25])[CH2:20][CH2:19]3)=[O:17])[C:11]3[C:6](=[CH:7][CH:8]=[CH:9][CH:10]=3)[C:5]=2[CH:4]=[CH:3][CH:2]=1.S(Cl)([Cl:36])=O. Product: [CH:1]1[C:13]2[CH:12]([CH2:14][O:15][C:16]([N:18]3[CH2:23][CH2:22][C:21]([C:24]([Cl:36])=[O:25])([C:27]4[CH:28]=[CH:29][C:30]([Cl:33])=[CH:31][CH:32]=4)[CH2:20][CH2:19]3)=[O:17])[C:11]3[C:6](=[CH:7][CH:8]=[CH:9][CH:10]=3)[C:5]=2[CH:4]=[CH:3][CH:2]=1. The catalyst class is: 5. (4) Reactant: [CH3:16][C:11]1([CH3:17])[C:12]([CH3:15])([CH3:14])[O:13][B:9]([B:9]2[O:13][C:12]([CH3:15])([CH3:14])[C:11]([CH3:17])([CH3:16])[O:10]2)[O:10]1.Br[C:20]1[CH:21]=[C:22]([O:27][C@@H:28]([C:30]2[CH:35]=[C:34]([F:36])[CH:33]=[CH:32][C:31]=2[N:37]2[N:41]=[CH:40][CH:39]=[N:38]2)[CH3:29])[C:23]([NH2:26])=[N:24][CH:25]=1.C([O-])(=O)C.[K+].Cl. Product: [F:36][C:34]1[CH:33]=[CH:32][C:31]([N:37]2[N:41]=[CH:40][CH:39]=[N:38]2)=[C:30]([C@H:28]([O:27][C:22]2[C:23]([NH2:26])=[N:24][CH:25]=[C:20]([B:9]3[O:10][C:11]([CH3:16])([CH3:17])[C:12]([CH3:14])([CH3:15])[O:13]3)[CH:21]=2)[CH3:29])[CH:35]=1. The catalyst class is: 6.